From a dataset of NCI-60 drug combinations with 297,098 pairs across 59 cell lines. Regression. Given two drug SMILES strings and cell line genomic features, predict the synergy score measuring deviation from expected non-interaction effect. (1) Synergy scores: CSS=24.0, Synergy_ZIP=-0.819, Synergy_Bliss=-2.51, Synergy_Loewe=-13.7, Synergy_HSA=-2.51. Drug 2: CC1C(C(CC(O1)OC2CC(CC3=C2C(=C4C(=C3O)C(=O)C5=C(C4=O)C(=CC=C5)OC)O)(C(=O)C)O)N)O.Cl. Drug 1: C1CCN(CC1)CCOC2=CC=C(C=C2)C(=O)C3=C(SC4=C3C=CC(=C4)O)C5=CC=C(C=C5)O. Cell line: HCT-15. (2) Drug 1: C1CCC(C1)C(CC#N)N2C=C(C=N2)C3=C4C=CNC4=NC=N3. Drug 2: CCN(CC)CCNC(=O)C1=C(NC(=C1C)C=C2C3=C(C=CC(=C3)F)NC2=O)C. Cell line: KM12. Synergy scores: CSS=47.8, Synergy_ZIP=1.73, Synergy_Bliss=1.21, Synergy_Loewe=4.75, Synergy_HSA=5.25. (3) Drug 1: CC1=C(C=C(C=C1)C(=O)NC2=CC(=CC(=C2)C(F)(F)F)N3C=C(N=C3)C)NC4=NC=CC(=N4)C5=CN=CC=C5. Drug 2: C(CN)CNCCSP(=O)(O)O. Cell line: MDA-MB-231. Synergy scores: CSS=-0.988, Synergy_ZIP=2.00, Synergy_Bliss=0.614, Synergy_Loewe=0.836, Synergy_HSA=-2.21. (4) Drug 1: CC1=C(C=C(C=C1)C(=O)NC2=CC(=CC(=C2)C(F)(F)F)N3C=C(N=C3)C)NC4=NC=CC(=N4)C5=CN=CC=C5. Drug 2: C(CCl)NC(=O)N(CCCl)N=O. Cell line: SK-MEL-5. Synergy scores: CSS=1.78, Synergy_ZIP=0.0317, Synergy_Bliss=3.01, Synergy_Loewe=0.0410, Synergy_HSA=-0.0135. (5) Drug 1: C1C(C(OC1N2C=C(C(=O)NC2=O)F)CO)O. Cell line: KM12. Synergy scores: CSS=33.3, Synergy_ZIP=-0.679, Synergy_Bliss=-1.61, Synergy_Loewe=-42.3, Synergy_HSA=-1.67. Drug 2: C1CN(P(=O)(OC1)NCCCl)CCCl.